Dataset: Full USPTO retrosynthesis dataset with 1.9M reactions from patents (1976-2016). Task: Predict the reactants needed to synthesize the given product. (1) Given the product [Br:6][C:7]1[N:12]=[C:11]([O:13][CH3:14])[C:10]([N:15]([CH2:2][C:3](=[O:5])[CH3:4])[CH:16]=[O:17])=[CH:9][CH:8]=1, predict the reactants needed to synthesize it. The reactants are: Cl[CH2:2][C:3](=[O:5])[CH3:4].[Br:6][C:7]1[N:12]=[C:11]([O:13][CH3:14])[C:10]([NH:15][CH:16]=[O:17])=[CH:9][CH:8]=1.C(=O)([O-])[O-].[Cs+].[Cs+]. (2) The reactants are: [N:1]([C:4]1([C:21]2[CH:26]=[CH:25][CH:24]=[C:23]([CH:27]([CH3:29])[CH3:28])[CH:22]=2)[CH2:7][N:6]([CH:8]([C:15]2[CH:20]=[CH:19][CH:18]=[CH:17][CH:16]=2)[C:9]2[CH:14]=[CH:13][CH:12]=[CH:11][CH:10]=2)[CH2:5]1)=[N+]=[N-].[H][H]. Given the product [CH:8]([N:6]1[CH2:5][C:4]([NH2:1])([C:21]2[CH:26]=[CH:25][CH:24]=[C:23]([CH:27]([CH3:28])[CH3:29])[CH:22]=2)[CH2:7]1)([C:9]1[CH:10]=[CH:11][CH:12]=[CH:13][CH:14]=1)[C:15]1[CH:16]=[CH:17][CH:18]=[CH:19][CH:20]=1, predict the reactants needed to synthesize it.